Dataset: Forward reaction prediction with 1.9M reactions from USPTO patents (1976-2016). Task: Predict the product of the given reaction. (1) Given the reactants [Cl:1][C:2]1[C:3]([F:22])=[C:4]([CH:19]=[CH:20][CH:21]=1)[NH:5][C:6]1[C:15]2[C:10](=[CH:11][C:12]([O:17][CH3:18])=[C:13]([OH:16])[CH:14]=2)[N:9]=[CH:8][N:7]=1.[N+](C1C=CC(S(O[C@@H:36]2[CH2:40][N:39]([C:41]([O:43][C:44]([CH3:47])([CH3:46])[CH3:45])=[O:42])[C@H:38]([C:48]([O:50][CH3:51])=[O:49])[CH2:37]2)(=O)=O)=CC=1)([O-])=O.[F-].[Cs+], predict the reaction product. The product is: [Cl:1][C:2]1[C:3]([F:22])=[C:4]([CH:19]=[CH:20][CH:21]=1)[NH:5][C:6]1[C:15]2[C:10](=[CH:11][C:12]([O:17][CH3:18])=[C:13]([O:16][C@H:36]3[CH2:40][N:39]([C:41]([O:43][C:44]([CH3:47])([CH3:46])[CH3:45])=[O:42])[C@H:38]([C:48]([O:50][CH3:51])=[O:49])[CH2:37]3)[CH:14]=2)[N:9]=[CH:8][N:7]=1. (2) Given the reactants [Br:1][C:2]1[CH:11]=[C:10]2[C:5]([C:6]([N:19]3CCOCC3)=[CH:7][CH2:8][N:9]2[C:12]([O:14][C:15]([CH3:18])([CH3:17])[CH3:16])=[O:13])=[CH:4][CH:3]=1.C(N(CC)CC)C.[C:32]1([C:38]2[C:42]([C:43]([F:46])([F:45])[F:44])=[C:41]([C:47](F)=[O:48])[O:40][N:39]=2)[CH:37]=[CH:36][CH:35]=[CH:34][CH:33]=1.Cl.NO.C([O-])(=[O:55])C.[Na+].O, predict the reaction product. The product is: [Br:1][C:2]1[CH:3]=[CH:4][C:5]2[C:6]3[CH:7]([C:47]([OH:48])([C:41]4[O:40][N:39]=[C:38]([C:32]5[CH:37]=[CH:36][CH:35]=[CH:34][CH:33]=5)[C:42]=4[C:43]([F:46])([F:45])[F:44])[O:55][N:19]=3)[CH2:8][N:9]([C:12]([O:14][C:15]([CH3:17])([CH3:18])[CH3:16])=[O:13])[C:10]=2[CH:11]=1. (3) Given the reactants [N+:1]([C:4]1[CH:5]=[C:6]([CH2:10][S:11](Cl)(=[O:13])=[O:12])[CH:7]=[CH:8][CH:9]=1)([O-:3])=[O:2].[CH3:15][NH:16][CH3:17], predict the reaction product. The product is: [N+:1]([C:4]1[CH:5]=[C:6]([CH2:10][S:11]([N:16]([CH3:17])[CH3:15])(=[O:13])=[O:12])[CH:7]=[CH:8][CH:9]=1)([O-:3])=[O:2]. (4) Given the reactants [C:1]([Si:5]([CH3:13])([CH3:12])[O:6][C@@H:7]([CH3:11])[C:8]([OH:10])=[O:9])([CH3:4])([CH3:3])[CH3:2].Br[CH2:15][C:16]([O:18][CH2:19][C:20]1[CH:25]=[CH:24][CH:23]=[CH:22][CH:21]=1)=[O:17].C([O-])([O-])=O.[Cs+].[Cs+], predict the reaction product. The product is: [CH2:19]([O:18][C:16]([CH2:15][O:9][C:8](=[O:10])[C@@H:7]([O:6][Si:5]([C:1]([CH3:3])([CH3:4])[CH3:2])([CH3:13])[CH3:12])[CH3:11])=[O:17])[C:20]1[CH:25]=[CH:24][CH:23]=[CH:22][CH:21]=1. (5) The product is: [Cl:22][C:23]1[S:27][C:26]([S:28]([NH:31][C:32]([NH:1][C:2]2[CH:7]=[CH:6][C:5]([N:8]3[CH2:17][CH2:16][C:15]4[C:10](=[CH:11][C:12]([F:20])=[C:13]([NH:18][CH3:19])[CH:14]=4)[C:9]3=[O:21])=[CH:4][CH:3]=2)=[O:33])(=[O:30])=[O:29])=[CH:25][CH:24]=1. Given the reactants [NH2:1][C:2]1[CH:7]=[CH:6][C:5]([N:8]2[CH2:17][CH2:16][C:15]3[C:10](=[CH:11][C:12]([F:20])=[C:13]([NH:18][CH3:19])[CH:14]=3)[C:9]2=[O:21])=[CH:4][CH:3]=1.[Cl:22][C:23]1[S:27][C:26]([S:28]([NH:31][C:32](=O)[O:33]CC)(=[O:30])=[O:29])=[CH:25][CH:24]=1, predict the reaction product. (6) Given the reactants [NH:1]1[CH2:6][CH2:5][CH2:4][CH:3]([CH2:7][OH:8])[CH2:2]1.F[C:10]1[CH:15]=[CH:14][C:13]([N+:16]([O-:18])=[O:17])=[CH:12][CH:11]=1, predict the reaction product. The product is: [N+:16]([C:13]1[CH:14]=[CH:15][C:10]([N:1]2[CH2:6][CH2:5][CH2:4][CH:3]([CH2:7][OH:8])[CH2:2]2)=[CH:11][CH:12]=1)([O-:18])=[O:17]. (7) Given the reactants [C:1]([C:3]1[CH:4]=[C:5]2[C:10](=[CH:11][C:12]=1[O:13][CH3:14])[N:9]=[CH:8][CH:7]=[C:6]2[O:15][C:16]1[CH:21]=[CH:20][C:19]([NH:22][C:23]([NH:25][C:26]2[CH:31]=[CH:30][CH:29]=[CH:28][CH:27]=2)=[O:24])=[CH:18][CH:17]=1)#[N:2].[F:32][C:33]([F:38])([F:37])[C:34]([OH:36])=[O:35], predict the reaction product. The product is: [F:32][C:33]([F:38])([F:37])[C:34]([OH:36])=[O:35].[NH2:2][CH2:1][C:3]1[CH:4]=[C:5]2[C:10](=[CH:11][C:12]=1[O:13][CH3:14])[N:9]=[CH:8][CH:7]=[C:6]2[O:15][C:16]1[CH:17]=[CH:18][C:19]([NH:22][C:23]([NH:25][C:26]2[CH:27]=[CH:28][CH:29]=[CH:30][CH:31]=2)=[O:24])=[CH:20][CH:21]=1. (8) Given the reactants [CH2:1]([C:8]1[CH:9]=[C:10]([CH:17]=[C:18]([CH2:20][N:21]2[CH:25]=[N:24][CH:23]=[N:22]2)[CH:19]=1)[C:11](N(OC)C)=[O:12])[C:2]1[CH:7]=[CH:6][CH:5]=[CH:4][CH:3]=1.[H-].[Al+3].[Li+].[H-].[H-].[H-], predict the reaction product. The product is: [CH2:1]([C:8]1[CH:9]=[C:10]([CH:17]=[C:18]([CH2:20][N:21]2[CH:25]=[N:24][CH:23]=[N:22]2)[CH:19]=1)[CH:11]=[O:12])[C:2]1[CH:7]=[CH:6][CH:5]=[CH:4][CH:3]=1. (9) Given the reactants [Br:1][C:2]1[CH:3]=[N:4][C:5]([NH2:8])=[N:6][CH:7]=1.[Cl:9][CH2:10][C:11](=O)[CH2:12]Cl, predict the reaction product. The product is: [Br:1][C:2]1[CH:3]=[N:4][C:5]2[N:6]([CH:12]=[C:11]([CH2:10][Cl:9])[N:8]=2)[CH:7]=1. (10) Given the reactants [C:1]([CH:5]1[CH2:10][CH2:9][CH:8]([C:11]([NH:13][CH:14]([C:17]2[C:18](=[O:28])[NH:19][C:20]([C:23]3([O:26][CH3:27])[CH2:25][CH2:24]3)=[N:21][N:22]=2)[CH2:15][CH3:16])=O)[CH2:7][CH2:6]1)([CH3:4])([CH3:3])[CH3:2].P(Cl)(Cl)(Cl)=O, predict the reaction product. The product is: [C:1]([C@@H:5]1[CH2:10][CH2:9][C@H:8]([C:11]2[N:22]3[C:17]([C:18](=[O:28])[NH:19][C:20]([C:23]4([O:26][CH3:27])[CH2:25][CH2:24]4)=[N:21]3)=[C:14]([CH2:15][CH3:16])[N:13]=2)[CH2:7][CH2:6]1)([CH3:4])([CH3:3])[CH3:2].